This data is from Peptide-MHC class I binding affinity with 185,985 pairs from IEDB/IMGT. The task is: Regression. Given a peptide amino acid sequence and an MHC pseudo amino acid sequence, predict their binding affinity value. This is MHC class I binding data. (1) The peptide sequence is GHQAAMQML. The MHC is HLA-B51:01 with pseudo-sequence HLA-B51:01. The binding affinity (normalized) is 0.0531. (2) The peptide sequence is KAALDLSHFL. The MHC is HLA-B54:01 with pseudo-sequence HLA-B54:01. The binding affinity (normalized) is 0. (3) The peptide sequence is QTFSVLACY. The MHC is HLA-A23:01 with pseudo-sequence HLA-A23:01. The binding affinity (normalized) is 0.